The task is: Predict the product of the given reaction.. This data is from Forward reaction prediction with 1.9M reactions from USPTO patents (1976-2016). Given the reactants [C:1]([OH:16])(=[O:15])/[CH:2]=[CH:3]/[C:4]1[CH:14]=[C:11]([O:12][CH3:13])[C:9]([OH:10])=[C:6]([O:7][CH3:8])[CH:5]=1.[CH2:17]([N:19]([CH2:22][CH3:23])[CH2:20][CH3:21])[CH3:18], predict the reaction product. The product is: [C:1]([OH:16])(=[O:15])/[CH:2]=[CH:3]/[C:4]1[CH:14]=[C:11]([O:12][CH3:13])[C:9]([OH:10])=[C:6]([O:7][CH3:8])[CH:5]=1.[CH2:17]([N:19]([CH2:22][CH3:23])[CH2:20][CH3:21])[CH3:18].